Dataset: Forward reaction prediction with 1.9M reactions from USPTO patents (1976-2016). Task: Predict the product of the given reaction. (1) Given the reactants [NH2:1][C:2]1[N:7]=[C:6]([N:8]2[CH2:17][CH2:16][C:15]3[C:10](=[CH:11][C:12]([C:18]4[CH:19]=[C:20]([CH3:27])[C:21]([C:24](O)=[O:25])=[N:22][CH:23]=4)=[CH:13][CH:14]=3)[CH2:9]2)[CH:5]=[C:4]([N:28]2[CH2:33][CH2:32][N:31]([CH3:34])[CH2:30][CH2:29]2)[N:3]=1.Cl.[CH3:36][NH:37][CH3:38], predict the reaction product. The product is: [NH2:1][C:2]1[N:7]=[C:6]([N:8]2[CH2:17][CH2:16][C:15]3[C:10](=[CH:11][C:12]([C:18]4[CH:19]=[C:20]([CH3:27])[C:21]([C:24]([N:37]([CH3:38])[CH3:36])=[O:25])=[N:22][CH:23]=4)=[CH:13][CH:14]=3)[CH2:9]2)[CH:5]=[C:4]([N:28]2[CH2:33][CH2:32][N:31]([CH3:34])[CH2:30][CH2:29]2)[N:3]=1. (2) Given the reactants S(Cl)([Cl:3])=O.O[CH2:6][C:7]1[N:11]([C:12]2[CH:19]=[CH:18][C:15]([C:16]#[N:17])=[C:14]([O:20][C:21]([F:24])([F:23])[F:22])[CH:13]=2)[N:10]=[N:9][N:8]=1, predict the reaction product. The product is: [Cl:3][CH2:6][C:7]1[N:11]([C:12]2[CH:19]=[CH:18][C:15]([C:16]#[N:17])=[C:14]([O:20][C:21]([F:24])([F:23])[F:22])[CH:13]=2)[N:10]=[N:9][N:8]=1. (3) Given the reactants [Cl:1][C:2]1[N:10]=[CH:9][CH:8]=[CH:7][C:3]=1[C:4](Cl)=[O:5].[Cl-].[Al+3].[Cl-].[Cl-].[CH3:15][C:16]1[NH:17][CH:18]=[C:19]([CH3:21])[CH:20]=1, predict the reaction product. The product is: [Cl:1][C:2]1[C:3]([C:4]([C:18]2[NH:17][C:16]([CH3:15])=[CH:20][C:19]=2[CH3:21])=[O:5])=[CH:7][CH:8]=[CH:9][N:10]=1. (4) Given the reactants C=O.[C:3]([BH3-])#N.[Na+].[C:7]([O:11][C:12](=[O:21])[CH2:13][CH2:14][CH2:15][NH:16][CH2:17][C@@H:18]([OH:20])[CH3:19])([CH3:10])([CH3:9])[CH3:8].O, predict the reaction product. The product is: [C:7]([O:11][C:12](=[O:21])[CH2:13][CH2:14][CH2:15][N:16]([CH2:17][C@@H:18]([OH:20])[CH3:19])[CH3:3])([CH3:8])([CH3:10])[CH3:9]. (5) Given the reactants O.[S-2].[Na+].[Na+].[S].[CH2:6]([O:8][C:9]1[CH:14]=[CH:13][CH:12]=[CH:11][C:10]=1[C:15]1[CH:20]=[CH:19][C:18]([N+:21]([O-])=O)=[CH:17][C:16]=1[N+:24]([O-:26])=[O:25])[CH3:7].[Na+].[Cl-], predict the reaction product. The product is: [CH2:6]([O:8][C:9]1[CH:14]=[CH:13][CH:12]=[CH:11][C:10]=1[C:15]1[CH:20]=[CH:19][C:18]([NH2:21])=[CH:17][C:16]=1[N+:24]([O-:26])=[O:25])[CH3:7]. (6) Given the reactants [NH2:1][C:2]1[CH:3]=[CH:4][C:5]([O:8][C:9]2[CH:10]=[C:11]3[C:15](=[CH:16][CH:17]=2)[N:14]([CH3:18])[C:13]([C:19]([N:21]2[CH2:26][CH2:25][N:24]([CH2:27][C:28]4[CH:33]=[CH:32][CH:31]=[CH:30][CH:29]=4)[CH2:23][CH2:22]2)=[O:20])=[CH:12]3)=[N:6][CH:7]=1.[C:34](O[C:34]([O:36][C:37]([CH3:40])([CH3:39])[CH3:38])=[O:35])([O:36][C:37]([CH3:40])([CH3:39])[CH3:38])=[O:35].C(N(CC)CC)C, predict the reaction product. The product is: [C:37]([O:36][C:34](=[O:35])[NH:1][C:2]1[CH:7]=[N:6][C:5]([O:8][C:9]2[CH:10]=[C:11]3[C:15](=[CH:16][CH:17]=2)[N:14]([CH3:18])[C:13]([C:19]([N:21]2[CH2:26][CH2:25][N:24]([CH2:27][C:28]4[CH:33]=[CH:32][CH:31]=[CH:30][CH:29]=4)[CH2:23][CH2:22]2)=[O:20])=[CH:12]3)=[CH:4][CH:3]=1)([CH3:40])([CH3:39])[CH3:38]. (7) Given the reactants [N:1]1([CH2:5][CH2:6][N:7]2[CH:11]=[C:10]([C:12]3[CH:17]=[CH:16][C:15]([F:18])=[C:14]([CH3:19])[CH:13]=3)[N:9]=[C:8]2[CH:20]2[CH2:25][CH2:24][N:23]([C:26]3[N:31]=[CH:30][N:29]=[C:28]([NH2:32])[C:27]=3Br)[CH2:22][CH2:21]2)[CH2:4][CH2:3][CH2:2]1.[C:34]([O:38][C:39]([N:41]1[C:45](B2OC(C)(C)C(C)(C)O2)=[CH:44][CH:43]=[N:42]1)=[O:40])([CH3:37])([CH3:36])[CH3:35].C([O-])([O-])=O.[Cs+].[Cs+], predict the reaction product. The product is: [C:34]([O:38][C:39]([N:41]1[C:45]([C:27]2[C:28]([NH2:32])=[N:29][CH:30]=[N:31][C:26]=2[N:23]2[CH2:24][CH2:25][CH:20]([C:8]3[N:7]([CH2:6][CH2:5][N:1]4[CH2:4][CH2:3][CH2:2]4)[CH:11]=[C:10]([C:12]4[CH:17]=[CH:16][C:15]([F:18])=[C:14]([CH3:19])[CH:13]=4)[N:9]=3)[CH2:21][CH2:22]2)=[CH:44][CH:43]=[N:42]1)=[O:40])([CH3:37])([CH3:35])[CH3:36].